From a dataset of Forward reaction prediction with 1.9M reactions from USPTO patents (1976-2016). Predict the product of the given reaction. (1) Given the reactants [C:1]([CH:3]1[CH2:6][N:5]([C:7](=[O:42])[C@H:8]([NH:10][C:11]([C:13]2[C:21]3[C:16](=[N:17][CH:18]=[C:19]([C:22]4[N:23]=[C:24]([CH2:32][OH:33])[N:25]5[CH:30]=[C:29]([F:31])[CH:28]=[CH:27][C:26]=45)[N:20]=3)[N:15](COCC[Si](C)(C)C)[CH:14]=2)=[O:12])[CH3:9])[CH2:4]1)#[N:2].FC(F)(F)C(O)=O.C(N)CN, predict the reaction product. The product is: [C:1]([CH:3]1[CH2:4][N:5]([C:7](=[O:42])[C@H:8]([NH:10][C:11]([C:13]2[C:21]3[C:16](=[N:17][CH:18]=[C:19]([C:22]4[N:23]=[C:24]([CH2:32][OH:33])[N:25]5[CH:30]=[C:29]([F:31])[CH:28]=[CH:27][C:26]=45)[N:20]=3)[NH:15][CH:14]=2)=[O:12])[CH3:9])[CH2:6]1)#[N:2]. (2) Given the reactants [Br:1][C:2]1[C:7]([CH3:8])=[CH:6][C:5](B2OC(C)(C)C(C)(C)O2)=[CH:4][C:3]=1[CH3:18].Br[C:20]1[CH:25]=[N:24][C:23]([CH3:26])=[CH:22][N:21]=1, predict the reaction product. The product is: [Br:1][C:2]1[C:3]([CH3:18])=[CH:4][C:5]([C:20]2[CH:25]=[N:24][C:23]([CH3:26])=[CH:22][N:21]=2)=[CH:6][C:7]=1[CH3:8]. (3) Given the reactants [F:1][C:2]1[C:29]([O:30][CH3:31])=[CH:28][C:27]([O:32][CH3:33])=[C:26]([F:34])[C:3]=1[CH2:4][O:5][C:6]1[CH:7]=[N:8][C:9]([NH:12][C:13]2[CH:14]=[N:15][N:16]([CH2:18][C@@H:19]3[CH2:23][O:22]C(C)(C)[O:20]3)[CH:17]=2)=[N:10][CH:11]=1.Cl.C(=O)(O)[O-].[Na+], predict the reaction product. The product is: [F:1][C:2]1[C:29]([O:30][CH3:31])=[CH:28][C:27]([O:32][CH3:33])=[C:26]([F:34])[C:3]=1[CH2:4][O:5][C:6]1[CH:11]=[N:10][C:9]([NH:12][C:13]2[CH:14]=[N:15][N:16]([CH2:18][C@@H:19]([OH:20])[CH2:23][OH:22])[CH:17]=2)=[N:8][CH:7]=1. (4) The product is: [I:1][C:2]1[CH:10]=[CH:9][C:8]2[N:7]([CH2:26][CH2:25][C:22]3[CH:21]=[N:20][C:19]([CH3:18])=[CH:24][CH:23]=3)[C:6]3[CH2:11][CH2:12][N:13]([CH3:15])[CH2:14][C:5]=3[C:4]=2[CH:3]=1. Given the reactants [I:1][C:2]1[CH:10]=[CH:9][C:8]2[NH:7][C:6]3[CH2:11][CH2:12][N:13]([CH3:15])[CH2:14][C:5]=3[C:4]=2[CH:3]=1.[OH-].[K+].[CH3:18][C:19]1[CH:24]=[CH:23][C:22]([CH:25]=[CH2:26])=[CH:21][N:20]=1, predict the reaction product. (5) Given the reactants [CH2:1]([NH:4][C:5]1[S:6][C:7]([CH2:10][NH:11][C:12]2[S:13][C:14]([CH2:17][NH:18][C:19]3[S:20][CH:21]=[C:22]([C:24]4[CH:29]=[CH:28][C:27]([CH3:30])=[CH:26][CH:25]=4)[N:23]=3)=[CH:15][N:16]=2)=[CH:8][N:9]=1)[CH2:2][CH3:3].CCOCC.[ClH:36], predict the reaction product. The product is: [ClH:36].[ClH:36].[ClH:36].[CH2:1]([NH:4][C:5]1[S:6][C:7]([CH2:10][NH:11][C:12]2[S:13][C:14]([CH2:17][NH:18][C:19]3[S:20][CH:21]=[C:22]([C:24]4[CH:29]=[CH:28][C:27]([CH3:30])=[CH:26][CH:25]=4)[N:23]=3)=[CH:15][N:16]=2)=[CH:8][N:9]=1)[CH2:2][CH3:3]. (6) Given the reactants [C:1]([O:5][C:6]([N:8]1[CH2:11][C:10](=O)[CH2:9]1)=[O:7])([CH3:4])([CH3:3])[CH3:2].Cl.[F:14][C@H:15]1[CH2:19][CH2:18][NH:17][CH2:16]1.C(O[BH-](OC(=O)C)OC(=O)C)(=O)C.[Na+], predict the reaction product. The product is: [C:1]([O:5][C:6]([N:8]1[CH2:11][CH:10]([N:17]2[CH2:18][CH2:19][C@H:15]([F:14])[CH2:16]2)[CH2:9]1)=[O:7])([CH3:4])([CH3:3])[CH3:2]. (7) Given the reactants [F:1][C:2]1[CH:7]=[CH:6][C:5]([C:8]2[N:13]=[C:12]([C:14]([OH:16])=O)[CH:11]=[CH:10][CH:9]=2)=[CH:4][CH:3]=1.[CH2:17]([O:19][C:20](=[O:30])[CH2:21][O:22][C:23]1[CH:28]=[CH:27][CH:26]=[C:25]([NH2:29])[CH:24]=1)[CH3:18], predict the reaction product. The product is: [CH2:17]([O:19][C:20](=[O:30])[CH2:21][O:22][C:23]1[CH:28]=[CH:27][CH:26]=[C:25]([NH:29][C:14]([C:12]2[CH:11]=[CH:10][CH:9]=[C:8]([C:5]3[CH:4]=[CH:3][C:2]([F:1])=[CH:7][CH:6]=3)[N:13]=2)=[O:16])[CH:24]=1)[CH3:18]. (8) Given the reactants [F:1][C:2]1[CH:3]=[C:4]([CH:7]=[C:8]([CH3:10])[CH:9]=1)[C:5]#[N:6].[Br:11]N1C(=O)CCC1=O.CC(N=NC(C#N)(C)C)(C#N)C, predict the reaction product. The product is: [Br:11][CH2:10][C:8]1[CH:7]=[C:4]([CH:3]=[C:2]([F:1])[CH:9]=1)[C:5]#[N:6]. (9) Given the reactants [F:1][C:2]([F:52])([F:51])[C:3]1[CH:4]=[C:5]([C:13]([CH3:50])([CH3:49])[C:14]([N:16]([C:18]2[CH:19]=[N:20][C:21]([N:32]3[CH2:36][CH2:35][CH2:34][C@H:33]3[CH2:37][N:38]3C(=O)C4C(=CC=CC=4)C3=O)=[CH:22][C:23]=2[C:24]2[CH:29]=[CH:28][C:27]([F:30])=[CH:26][C:25]=2[CH3:31])[CH3:17])=[O:15])[CH:6]=[C:7]([C:9]([F:12])([F:11])[F:10])[CH:8]=1.O.NN, predict the reaction product. The product is: [NH2:38][CH2:37][C@@H:33]1[CH2:34][CH2:35][CH2:36][N:32]1[C:21]1[N:20]=[CH:19][C:18]([N:16]([CH3:17])[C:14](=[O:15])[C:13]([C:5]2[CH:4]=[C:3]([C:2]([F:1])([F:51])[F:52])[CH:8]=[C:7]([C:9]([F:10])([F:11])[F:12])[CH:6]=2)([CH3:50])[CH3:49])=[C:23]([C:24]2[CH:29]=[CH:28][C:27]([F:30])=[CH:26][C:25]=2[CH3:31])[CH:22]=1.